This data is from Full USPTO retrosynthesis dataset with 1.9M reactions from patents (1976-2016). The task is: Predict the reactants needed to synthesize the given product. Given the product [CH2:49]([N:8]1[C:13](=[O:14])[CH2:12][CH2:11][C@H:10]([N:17]2[CH2:25][C:24]3[C:19](=[CH:20][CH:21]=[CH:22][C:23]=3[O:26][CH2:27][C:28]3[CH:33]=[CH:32][C:31]([CH2:34][N:35]4[CH2:40][CH2:39][O:38][CH2:37][CH2:36]4)=[CH:30][CH:29]=3)[C:18]2=[O:41])[C:9]1=[O:42])[C:43]1[CH:48]=[CH:47][CH:46]=[CH:45][CH:44]=1, predict the reactants needed to synthesize it. The reactants are: C([NH:8][C:9](=[O:42])[C@@H:10]([N:17]1[CH2:25][C:24]2[C:19](=[CH:20][CH:21]=[CH:22][C:23]=2[O:26][CH2:27][C:28]2[CH:33]=[CH:32][C:31]([CH2:34][N:35]3[CH2:40][CH2:39][O:38][CH2:37][CH2:36]3)=[CH:30][CH:29]=2)[C:18]1=[O:41])[CH2:11][CH2:12][C:13](OC)=[O:14])C1C=CC=CC=1.[C:43]1([CH3:49])[CH:48]=[CH:47][CH:46]=[CH:45][CH:44]=1.